Predict the product of the given reaction. From a dataset of Forward reaction prediction with 1.9M reactions from USPTO patents (1976-2016). (1) Given the reactants [CH3:1][C:2]1[CH:3]=[N:4][CH:5]=[C:6]([CH:10]=1)[C:7](Cl)=[O:8].C[C:12]1[CH:13]=[N:14][CH:15]=[C:16]([CH:20]=1)C(O)=O.C([N:23]([CH2:26]C)CC)C.C[N:29](C)C=O, predict the reaction product. The product is: [N:14]1[CH:13]=[CH:12][CH:20]=[CH:16][C:15]=1[C:26]1[N:23]=[C:7]([C:6]2[CH:5]=[N:4][CH:3]=[C:2]([CH3:1])[CH:10]=2)[O:8][N:29]=1. (2) The product is: [CH2:1]([O:3][C:4]1[CH:5]=[C:6]2[C:11](=[C:12]3[CH2:16][C:15]([CH3:18])([CH3:17])[O:14][C:13]=13)[C:10]([C:19]1[CH:20]=[C:21]([CH:26]=[CH:27][CH:28]=1)[C:22]([NH:24][CH3:25])=[O:23])=[N:9][C:8]([CH3:30])([CH3:29])[CH:7]2[F:38])[CH3:2]. Given the reactants [CH2:1]([O:3][C:4]1[CH:5]=[C:6]2[C:11](=[C:12]3[CH2:16][C:15]([CH3:18])([CH3:17])[O:14][C:13]=13)[C:10]([C:19]1[CH:20]=[C:21]([CH:26]=[CH:27][CH:28]=1)[C:22]([NH:24][CH3:25])=[O:23])=[N:9][C:8]([CH3:30])([CH3:29])[CH:7]2O)[CH3:2].C(N(S(F)(F)[F:38])CC)C.C(=O)([O-])O.[Na+], predict the reaction product. (3) Given the reactants [Cl:1][CH:2]([C:4]1[NH:12][C:7]2=[N:8][CH:9]=[CH:10][CH:11]=[C:6]2[N:5]=1)[CH3:3].[C:13]1([P:19]([C:26]2[CH:31]=[CH:30][CH:29]=[CH:28][CH:27]=2)[C:20]2[CH:25]=[CH:24][CH:23]=[CH:22][CH:21]=2)[CH:18]=[CH:17][CH:16]=[CH:15][CH:14]=1, predict the reaction product. The product is: [Cl-:1].[N:5]1[C:6]2[C:7](=[N:8][CH:9]=[CH:10][CH:11]=2)[NH:12][C:4]=1[CH:2]([P+:19]([C:20]1[CH:21]=[CH:22][CH:23]=[CH:24][CH:25]=1)([C:26]1[CH:31]=[CH:30][CH:29]=[CH:28][CH:27]=1)[C:13]1[CH:14]=[CH:15][CH:16]=[CH:17][CH:18]=1)[CH3:3]. (4) Given the reactants [OH:1][C:2]1[CH:10]=[N:9][CH:8]=[CH:7][C:3]=1[C:4]([OH:6])=[O:5].[CH3:11][CH2:12]O.S(=O)(=O)(O)O, predict the reaction product. The product is: [OH:1][C:2]1[CH:10]=[N:9][CH:8]=[CH:7][C:3]=1[C:4]([O:6][CH2:11][CH3:12])=[O:5]. (5) Given the reactants [H-].[Na+].[Cl:3][C:4]1[CH:5]=[C:6]([CH:22]=[CH:23][C:24]=1[C:25]1[CH:26]=[C:27]2[C:31](=[CH:32][CH:33]=1)[NH:30][CH:29]=[CH:28]2)[C:7]([N:9]1[CH2:14][CH2:13][N:12](C(OC(C)(C)C)=O)[CH2:11][CH2:10]1)=[O:8].I[CH:35]([CH3:37])[CH3:36].[OH:38][C:39]1([C:42]([OH:44])=O)[CH2:41][CH2:40]1.F[P-](F)(F)(F)(F)F.N1(O[P+](N(C)C)(N(C)C)N(C)C)C2C=CC=CC=2N=N1, predict the reaction product. The product is: [Cl:3][C:4]1[CH:5]=[C:6]([CH:22]=[CH:23][C:24]=1[C:25]1[CH:26]=[C:27]2[C:31](=[CH:32][CH:33]=1)[N:30]([CH:35]([CH3:37])[CH3:36])[CH:29]=[CH:28]2)[C:7]([N:9]1[CH2:14][CH2:13][N:12]([C:42]([C:39]2([OH:38])[CH2:41][CH2:40]2)=[O:44])[CH2:11][CH2:10]1)=[O:8]. (6) Given the reactants [CH3:1][C:2]1[CH:3]=[C:4]2[C:9](=[CH:10][CH:11]=1)[N:8]=[C:7]([C:12]1[CH:17]=[CH:16][N:15]=[CH:14][CH:13]=1)[CH:6]=[C:5]2[C:18]([N:20]1[CH2:25][CH2:24][NH:23][CH2:22][CH2:21]1)=[O:19].[O:26]1[C:31]2[CH:32]=[CH:33][C:34]([CH:36]=O)=[CH:35][C:30]=2[O:29][CH2:28][CH2:27]1.C(O[BH-](OC(=O)C)OC(=O)C)(=O)C.[Na+], predict the reaction product. The product is: [O:26]1[C:31]2[CH:32]=[CH:33][C:34]([CH2:36][N:23]3[CH2:24][CH2:25][N:20]([C:18]([C:5]4[C:4]5[C:9](=[CH:10][CH:11]=[C:2]([CH3:1])[CH:3]=5)[N:8]=[C:7]([C:12]5[CH:13]=[CH:14][N:15]=[CH:16][CH:17]=5)[CH:6]=4)=[O:19])[CH2:21][CH2:22]3)=[CH:35][C:30]=2[O:29][CH2:28][CH2:27]1. (7) Given the reactants [H-].[Na+].Cl[C:4]1[CH:9]=[CH:8][C:7]([O:10][CH2:11][C:12]2[CH:17]=[CH:16][CH:15]=[CH:14][CH:13]=2)=[CH:6][N:5]=1.Cl[C:19]1[CH:24]=[CH:23][C:22](O)=[CH:21][N:20]=1.C(Br)C1C=CC=CC=1.CN(C=[O:38])C, predict the reaction product. The product is: [CH2:11]([O:10][C:7]1[CH:8]=[CH:9][C:4]([O:38][CH:23]2[CH2:22][CH2:21][NH:20][CH2:19][CH2:24]2)=[N:5][CH:6]=1)[C:12]1[CH:17]=[CH:16][CH:15]=[CH:14][CH:13]=1.